Dataset: Full USPTO retrosynthesis dataset with 1.9M reactions from patents (1976-2016). Task: Predict the reactants needed to synthesize the given product. (1) Given the product [Cl:30][C:27]1[CH:28]=[CH:29][C:24]([O:23][C@H:21]([C@@H:10]2[C@@H:11]([C:13]3[CH:18]=[CH:17][C:16]([F:19])=[C:15]([Cl:20])[CH:14]=3)[CH2:12][NH:8][CH2:9]2)[CH3:22])=[N:25][CH:26]=1, predict the reactants needed to synthesize it. The reactants are: C([N:8]1[CH2:12][C@H:11]([C:13]2[CH:18]=[CH:17][C:16]([F:19])=[C:15]([Cl:20])[CH:14]=2)[C@@H:10]([C@@H:21]([O:23][C:24]2[CH:29]=[CH:28][C:27]([Cl:30])=[CH:26][N:25]=2)[CH3:22])[CH2:9]1)C1C=CC=CC=1.ClC(OC(Cl)C)=O.CCN(C(C)C)C(C)C. (2) Given the product [F:30][C:13]1[CH:14]=[C:15]([NH:18][C:19]([C:21]2[NH:22][C:23]3[C:28]([CH:29]=2)=[CH:27][CH:26]=[CH:25][CH:24]=3)=[O:20])[CH:16]=[CH:17][C:12]=1[CH2:11][N:8]1[C:9]([CH3:10])=[C:5]([CH2:4][C:3]([OH:32])=[O:2])[C:6]([CH3:31])=[N:7]1, predict the reactants needed to synthesize it. The reactants are: C[O:2][C:3](=[O:32])[CH2:4][C:5]1[C:6]([CH3:31])=[N:7][N:8]([CH2:11][C:12]2[CH:17]=[CH:16][C:15]([NH:18][C:19]([C:21]3[NH:22][C:23]4[C:28]([CH:29]=3)=[CH:27][CH:26]=[CH:25][CH:24]=4)=[O:20])=[CH:14][C:13]=2[F:30])[C:9]=1[CH3:10].[OH-].[Na+].